From a dataset of Forward reaction prediction with 1.9M reactions from USPTO patents (1976-2016). Predict the product of the given reaction. (1) Given the reactants [CH2:1]([O:8][C:9]1[CH:10]=[C:11]([CH:27]=[CH:28][CH:29]=1)[CH2:12][C:13]1[C:14]([CH3:26])=[N:15][C:16]2[N:17]([N:20]=[CH:21][C:22]=2[C:23](O)=[O:24])[C:18]=1[CH3:19])[C:2]1[CH:7]=[CH:6][CH:5]=[CH:4][CH:3]=1.[NH2:30][CH2:31][CH2:32][NH:33][C:34](=[O:36])[CH3:35], predict the reaction product. The product is: [C:34]([NH:33][CH2:32][CH2:31][NH:30][C:23]([C:22]1[CH:21]=[N:20][N:17]2[C:18]([CH3:19])=[C:13]([CH2:12][C:11]3[CH:27]=[CH:28][CH:29]=[C:9]([O:8][CH2:1][C:2]4[CH:7]=[CH:6][CH:5]=[CH:4][CH:3]=4)[CH:10]=3)[C:14]([CH3:26])=[N:15][C:16]=12)=[O:24])(=[O:36])[CH3:35]. (2) The product is: [Cl:56][C:57]1[CH:62]=[CH:61][C:60]([CH2:63][NH:64][C:20](=[O:22])[CH2:19][C@@H:7]2[CH2:6][CH:5]=[CH:4][CH2:3][C@@H:2]([CH3:1])[C:13](=[O:14])[O:12][CH2:11][C@@H:10]3[CH2:15][CH2:16][CH2:17][N:9]3[C:8]2=[O:18])=[CH:59][CH:58]=1. Given the reactants [CH3:1][C@H:2]1[C:13](=[O:14])[O:12][CH2:11][C@@H:10]2[CH2:15][CH2:16][CH2:17][N:9]2[C:8](=[O:18])[C@H:7]([CH2:19][C:20]([O:22]C(C)(C)C)=O)[CH2:6][CH:5]=[CH:4][CH2:3]1.FC(F)(F)C(O)=O.C[C@H]1C(=O)OC[C@@H]2CCCN2C(=O)[C@H](CC(O)=O)CC=CC1.[Cl:56][C:57]1[CH:62]=[CH:61][C:60]([CH2:63][NH2:64])=[CH:59][CH:58]=1, predict the reaction product.